Dataset: Full USPTO retrosynthesis dataset with 1.9M reactions from patents (1976-2016). Task: Predict the reactants needed to synthesize the given product. (1) Given the product [Cl:1][C:2]1[CH:7]=[CH:6][CH:5]=[C:4]([Cl:8])[C:3]=1[N:9]1[C:18]2[C:13](=[C:14]([C:25]3[CH:26]=[CH:27][CH:28]=[CH:29][C:24]=3[Cl:23])[CH:15]=[C:16]([O:19][CH3:20])[CH:17]=2)[CH2:12][NH:11][C:10]1=[O:22], predict the reactants needed to synthesize it. The reactants are: [Cl:1][C:2]1[CH:7]=[CH:6][CH:5]=[C:4]([Cl:8])[C:3]=1[N:9]1[C:18]2[C:13](=[C:14](Br)[CH:15]=[C:16]([O:19][CH3:20])[CH:17]=2)[CH2:12][NH:11][C:10]1=[O:22].[Cl:23][C:24]1[CH:29]=[CH:28][CH:27]=[CH:26][C:25]=1B(O)O.C(=O)([O-])[O-].[Na+].[Na+]. (2) Given the product [F:11][C:8]1[CH:9]=[CH:10][C:5]2[C:3](=[O:4])[CH2:2][O:12][C:6]=2[CH:7]=1, predict the reactants needed to synthesize it. The reactants are: Br[CH2:2][C:3]([C:5]1[CH:10]=[CH:9][C:8]([F:11])=[CH:7][C:6]=1[OH:12])=[O:4].